The task is: Regression/Classification. Given a drug SMILES string, predict its toxicity properties. Task type varies by dataset: regression for continuous values (e.g., LD50, hERG inhibition percentage) or binary classification for toxic/non-toxic outcomes (e.g., AMES mutagenicity, cardiotoxicity, hepatotoxicity). Dataset: herg_karim.. This data is from hERG potassium channel inhibition data for cardiac toxicity prediction from Karim et al.. (1) The drug is N[C@H](C(=O)N1CCSC1)[C@H]1CC[C@H](NC(=O)c2ccc(F)c(F)c2)CC1. The result is 1 (blocker). (2) The compound is N[C@H]1C[C@@H](N2Cc3nn4cccnc4c3C2)CC[C@@H]1c1cc(F)c(F)cc1F. The result is 0 (non-blocker). (3) The drug is CCCCCCCCC(=O)NCc1ccc(C[C@@H](O)CO)c(OC)c1. The result is 1 (blocker). (4) The drug is Cc1ncc([C@]2(O)CC[C@H](N3CC(NC(=O)CNc4ncnc5ccc(C(F)(F)F)cc45)C3)CC2)s1. The result is 0 (non-blocker). (5) The molecule is O=C(NC1CCc2ccc(CCN3CCN(c4nsc5ccccc45)CC3)cc21)c1ccc(Cl)cc1. The result is 1 (blocker). (6) The drug is Cc1c(Cl)cccc1N1CCN(CCCNC(=O)c2nc(-c3ccccc3)n(-c3ccccc3)c2C)CC1.Cl.Cl.Cl. The result is 1 (blocker).